Predict the product of the given reaction. From a dataset of Forward reaction prediction with 1.9M reactions from USPTO patents (1976-2016). The product is: [CH3:6][O:7][C:8]1[C:16]2[S:15][CH:14]=[CH:13][C:12]=2[C:11]([CH:17]=[O:18])=[CH:10][CH:9]=1. Given the reactants P(Cl)(Cl)(Cl)=O.[CH3:6][O:7][C:8]1[C:16]2[S:15][CH:14]=[CH:13][C:12]=2[CH:11]=[CH:10][CH:9]=1.[C:17]([O-])([O-])=[O:18].[Na+].[Na+], predict the reaction product.